Dataset: Peptide-MHC class II binding affinity with 134,281 pairs from IEDB. Task: Regression. Given a peptide amino acid sequence and an MHC pseudo amino acid sequence, predict their binding affinity value. This is MHC class II binding data. (1) The peptide sequence is NPRLCTKEEFIAKVR. The MHC is DRB1_0404 with pseudo-sequence DRB1_0404. The binding affinity (normalized) is 0.391. (2) The peptide sequence is KPTGAGPKDNGGACG. The MHC is DRB1_0401 with pseudo-sequence DRB1_0401. The binding affinity (normalized) is 0. (3) The peptide sequence is VDIKPKDSDEFIPMK. The MHC is HLA-DPA10201-DPB11401 with pseudo-sequence HLA-DPA10201-DPB11401. The binding affinity (normalized) is 0.169. (4) The binding affinity (normalized) is 0.959. The MHC is DRB3_0202 with pseudo-sequence DRB3_0202. The peptide sequence is YDKFLANVSTVLWGK. (5) The peptide sequence is GELQIVDKIDAASKI. The MHC is DRB5_0101 with pseudo-sequence DRB5_0101. The binding affinity (normalized) is 0.827. (6) The peptide sequence is AVFEAALTKAITAMS. The MHC is HLA-DQA10201-DQB10202 with pseudo-sequence HLA-DQA10201-DQB10202. The binding affinity (normalized) is 0.123.